Dataset: Full USPTO retrosynthesis dataset with 1.9M reactions from patents (1976-2016). Task: Predict the reactants needed to synthesize the given product. Given the product [NH:40]1[CH2:41][CH2:42][N:38]=[C:39]1[C:43]1[CH:44]=[CH:45][C:46]([CH2:49][CH2:50][N:51]([CH3:52])[C:22]([C:18]2[CH:17]=[C:16]([CH2:15][N:13]([S:10]([C:6]3[C:5]([CH3:25])=[CH:4][C:3]([O:2][CH3:1])=[CH:8][C:7]=3[CH3:9])(=[O:11])=[O:12])[CH3:14])[O:20][C:19]=2[CH3:21])=[O:24])=[CH:47][CH:48]=1, predict the reactants needed to synthesize it. The reactants are: [CH3:1][O:2][C:3]1[CH:8]=[C:7]([CH3:9])[C:6]([S:10]([N:13]([CH2:15][C:16]2[O:20][C:19]([CH3:21])=[C:18]([C:22]([OH:24])=O)[CH:17]=2)[CH3:14])(=[O:12])=[O:11])=[C:5]([CH3:25])[CH:4]=1.C1N=CN(C(N2C=NC=C2)=O)C=1.[NH:38]1[CH2:42][CH2:41][N:40]=[C:39]1[C:43]1[CH:48]=[CH:47][C:46]([CH2:49][CH2:50][NH:51][CH3:52])=[CH:45][CH:44]=1.CCN(C(C)C)C(C)C.